From a dataset of NCI-60 drug combinations with 297,098 pairs across 59 cell lines. Regression. Given two drug SMILES strings and cell line genomic features, predict the synergy score measuring deviation from expected non-interaction effect. (1) Drug 1: C(=O)(N)NO. Drug 2: CC(C)(C#N)C1=CC(=CC(=C1)CN2C=NC=N2)C(C)(C)C#N. Cell line: SK-MEL-28. Synergy scores: CSS=-2.03, Synergy_ZIP=0.479, Synergy_Bliss=-2.81, Synergy_Loewe=-3.18, Synergy_HSA=-4.26. (2) Drug 1: C1CCN(CC1)CCOC2=CC=C(C=C2)C(=O)C3=C(SC4=C3C=CC(=C4)O)C5=CC=C(C=C5)O. Drug 2: C1C(C(OC1N2C=C(C(=O)NC2=O)F)CO)O. Cell line: HOP-62. Synergy scores: CSS=30.8, Synergy_ZIP=2.78, Synergy_Bliss=0.248, Synergy_Loewe=-19.7, Synergy_HSA=-1.48. (3) Drug 1: CCC1=CC2CC(C3=C(CN(C2)C1)C4=CC=CC=C4N3)(C5=C(C=C6C(=C5)C78CCN9C7C(C=CC9)(C(C(C8N6C)(C(=O)OC)O)OC(=O)C)CC)OC)C(=O)OC.C(C(C(=O)O)O)(C(=O)O)O. Drug 2: CN(C(=O)NC(C=O)C(C(C(CO)O)O)O)N=O. Cell line: HCT-15. Synergy scores: CSS=9.44, Synergy_ZIP=-4.02, Synergy_Bliss=-2.44, Synergy_Loewe=-48.1, Synergy_HSA=-1.57. (4) Drug 1: C1=CC(=C2C(=C1NCCNCCO)C(=O)C3=C(C=CC(=C3C2=O)O)O)NCCNCCO. Drug 2: CC1=C(C(=CC=C1)Cl)NC(=O)C2=CN=C(S2)NC3=CC(=NC(=N3)C)N4CCN(CC4)CCO. Cell line: IGROV1. Synergy scores: CSS=68.8, Synergy_ZIP=4.21, Synergy_Bliss=4.01, Synergy_Loewe=8.22, Synergy_HSA=11.0. (5) Drug 1: COC1=C(C=C2C(=C1)N=CN=C2NC3=CC(=C(C=C3)F)Cl)OCCCN4CCOCC4. Drug 2: C1CNP(=O)(OC1)N(CCCl)CCCl. Cell line: COLO 205. Synergy scores: CSS=3.46, Synergy_ZIP=-5.04, Synergy_Bliss=-8.63, Synergy_Loewe=-17.7, Synergy_HSA=-7.56. (6) Drug 1: C1=CC(=CC=C1CCC2=CNC3=C2C(=O)NC(=N3)N)C(=O)NC(CCC(=O)O)C(=O)O. Drug 2: CC(CN1CC(=O)NC(=O)C1)N2CC(=O)NC(=O)C2. Cell line: T-47D. Synergy scores: CSS=11.3, Synergy_ZIP=-1.98, Synergy_Bliss=-0.407, Synergy_Loewe=1.14, Synergy_HSA=1.18.